Task: Predict the product of the given reaction.. Dataset: Forward reaction prediction with 1.9M reactions from USPTO patents (1976-2016) (1) Given the reactants [CH3:1][O:2][C:3]([C:5]1[CH2:6][C:7]2[C:8](=[CH:12][CH:13]=1)[N:9]=[N:10][N:11]=2)=[O:4].[H-].[Na+].[CH3:16]I, predict the reaction product. The product is: [CH3:1][O:2][C:3]([C:5]1[CH:13]=[CH:12][C:8]2[N:9]([CH3:16])[N:10]=[N:11][C:7]=2[CH:6]=1)=[O:4]. (2) The product is: [CH2:34]([O:33][C:31](=[O:32])[CH2:30][CH:25]1[C:24]2[N:29]([C:21]3[N:20]=[CH:19][CH:18]=[C:17]([S:16][CH3:15])[C:22]=3[C:23]=2[C:6](=[O:7])[C:5]2[CH:9]=[CH:10][C:2]([Cl:1])=[CH:3][CH:4]=2)[CH2:28][CH2:27][CH2:26]1)[CH3:35]. Given the reactants [Cl:1][C:2]1[CH:10]=[CH:9][C:5]([C:6](Cl)=[O:7])=[CH:4][CH:3]=1.[Al+3].[Cl-].[Cl-].[Cl-].[CH3:15][S:16][C:17]1[C:22]2[CH:23]=[C:24]3[N:29]([C:21]=2[N:20]=[CH:19][CH:18]=1)[CH2:28][CH2:27][CH2:26][CH:25]3[CH2:30][C:31]([O:33][CH2:34][CH3:35])=[O:32], predict the reaction product. (3) Given the reactants [F:1][C:2]1([F:21])[O:6][C:5]2[CH:7]=[CH:8][CH:9]=[C:10]([C:11]3[CH:16]=[CH:15][N:14]=[C:13](S(C)(=O)=O)[N:12]=3)[C:4]=2[O:3]1.[O:22]1CCOCC1, predict the reaction product. The product is: [F:1][C:2]1([F:21])[O:6][C:5]2[CH:7]=[CH:8][CH:9]=[C:10]([C:11]3[CH:16]=[CH:15][NH:14][C:13](=[O:22])[N:12]=3)[C:4]=2[O:3]1. (4) Given the reactants C([Mg]Cl)(C)C.I[C:7]1[CH:14]=[CH:13][C:10]([C:11]#[N:12])=[CH:9][CH:8]=1.[O:15]=[C:16]1[CH2:19][O:18][CH2:17]1.[Cl-].[NH4+], predict the reaction product. The product is: [OH:15][C:16]1([C:7]2[CH:14]=[CH:13][C:10]([C:11]#[N:12])=[CH:9][CH:8]=2)[CH2:19][O:18][CH2:17]1. (5) The product is: [CH2:18]([O:17][C:15](=[O:20])[NH:16][CH:13]([C:12]1[CH:11]=[CH:10][C:7]([C:8]#[N:9])=[CH:6][C:5]=1[F:4])[NH:16][C:15](=[O:20])[O:17][CH2:18][CH3:19])[CH3:19]. Given the reactants [Cl-].[Ca+2].[Cl-].[F:4][C:5]1[CH:6]=[C:7]([CH:10]=[CH:11][C:12]=1[CH:13]=O)[C:8]#[N:9].[C:15](=[O:20])([O:17][CH2:18][CH3:19])[NH2:16], predict the reaction product. (6) Given the reactants C(=[N:8][N:9]([CH:16]=[C:17]([C:27]#[N:28])[C:18]([O:20][CH2:21][CH2:22][Si:23]([CH3:26])([CH3:25])[CH3:24])=[O:19])[C:10]1[CH:15]=[CH:14][CH:13]=[CH:12][CH:11]=1)C1C=CC=CC=1.Cl, predict the reaction product. The product is: [NH2:28][C:27]1[C:17]([C:18]([O:20][CH2:21][CH2:22][Si:23]([CH3:24])([CH3:25])[CH3:26])=[O:19])=[CH:16][N:9]([C:10]2[CH:11]=[CH:12][CH:13]=[CH:14][CH:15]=2)[N:8]=1. (7) Given the reactants [S:1]1[CH:5]=[N:4][N:3]=[C:2]1[C:6]1[CH:12]=[CH:11][CH:10]=[CH:9][C:7]=1[NH2:8].[N+]([C:16]1[CH:21]=CC=C[C:17]=1C1SC=NN=1)([O-])=O, predict the reaction product. The product is: [CH2:17]([C:5]1[S:1][C:2]([C:6]2[CH:12]=[CH:11][CH:10]=[CH:9][C:7]=2[NH2:8])=[N:3][N:4]=1)[CH2:16][CH3:21]. (8) Given the reactants [H-].[Na+].[Br:3][C:4]1[CH:9]=[CH:8][N:7]=[CH:6][C:5]=1[OH:10].Br[CH2:12][CH:13]1[CH2:15][CH2:14]1.O, predict the reaction product. The product is: [Br:3][C:4]1[CH:9]=[CH:8][N:7]=[CH:6][C:5]=1[O:10][CH2:12][CH:13]1[CH2:15][CH2:14]1. (9) Given the reactants C[O:2][C:3]([C:5]1[S:26][C:8]2=[CH:9][N:10]=[C:11](Cl)[C:12]([C:13]3[CH:18]=[C:17]([C:19]4[CH:24]=[CH:23][CH:22]=[CH:21][CH:20]=4)[CH:16]=[CH:15][CH:14]=3)=[C:7]2[CH:6]=1)=[O:4].C(=[NH:40])(C1C=CC=CC=1)C1C=CC=CC=1.CC1(C)C2C=CC=C(P(C3C=CC=CC=3)C3C=CC=CC=3)C=2OC2C1=CC=CC=2P(C1C=CC=CC=1)C1C=CC=CC=1.C(=O)([O-])[O-].[Cs+].[Cs+], predict the reaction product. The product is: [NH2:40][C:11]1[C:12]([C:13]2[CH:18]=[C:17]([C:19]3[CH:20]=[CH:21][CH:22]=[CH:23][CH:24]=3)[CH:16]=[CH:15][CH:14]=2)=[C:7]2[CH:6]=[C:5]([C:3]([OH:2])=[O:4])[S:26][C:8]2=[CH:9][N:10]=1. (10) Given the reactants [C:1]([O:5][C:6]([N:8]1[CH2:14][CH2:13][C:12]2[C:15]([S:20]C(=O)N(C)C)=[C:16]([Cl:19])[CH:17]=[CH:18][C:11]=2[CH2:10][CH2:9]1)=[O:7])([CH3:4])([CH3:3])[CH3:2].[OH-].[K+].[H-].[Na+].C1(C)C=CC(S(O[CH2:40][C@H:41]2[O:45][C:44](=[O:46])[CH2:43][CH2:42]2)(=O)=O)=CC=1, predict the reaction product. The product is: [C:1]([O:5][C:6]([N:8]1[CH2:14][CH2:13][C:12]2[C:15]([S:20][CH2:40][C@@H:41]3[CH2:42][CH2:43][C:44](=[O:46])[O:45]3)=[C:16]([Cl:19])[CH:17]=[CH:18][C:11]=2[CH2:10][CH2:9]1)=[O:7])([CH3:2])([CH3:4])[CH3:3].